Predict which catalyst facilitates the given reaction. From a dataset of Catalyst prediction with 721,799 reactions and 888 catalyst types from USPTO. Reactant: O.[OH-].[Li+].C[O:5][C:6](=[O:30])[C:7]1[CH:12]=[CH:11][C:10]([CH2:13][CH2:14][C:15]([N:17]2[CH2:22][CH2:21][N:20]([CH2:23][CH2:24][C:25]([CH3:28])([CH3:27])[CH3:26])[CH2:19][CH2:18]2)=[O:16])=[C:9]([CH3:29])[CH:8]=1. Product: [CH3:26][C:25]([CH3:28])([CH3:27])[CH2:24][CH2:23][N:20]1[CH2:21][CH2:22][N:17]([C:15](=[O:16])[CH2:14][CH2:13][C:10]2[CH:11]=[CH:12][C:7]([C:6]([OH:30])=[O:5])=[CH:8][C:9]=2[CH3:29])[CH2:18][CH2:19]1. The catalyst class is: 20.